The task is: Predict the reactants needed to synthesize the given product.. This data is from Full USPTO retrosynthesis dataset with 1.9M reactions from patents (1976-2016). (1) Given the product [N:1]1([C:7]2[N:12]=[C:11]([C:13]#[N:15])[CH:10]=[CH:9][CH:8]=2)[CH2:2][CH2:3][O:4][CH2:5][CH2:6]1, predict the reactants needed to synthesize it. The reactants are: [N:1]1([C:7]2[N:12]=[C:11]([C:13]([NH2:15])=O)[CH:10]=[CH:9][CH:8]=2)[CH2:6][CH2:5][O:4][CH2:3][CH2:2]1.C(N(CC)CC)C.FC(F)(F)C(OC(=O)C(F)(F)F)=O.C(=O)(O)[O-].[Na+]. (2) The reactants are: C([N-]C(C)C)(C)C.[Li+].[F:9][C:10]1[CH:15]=[CH:14][N:13]=[CH:12][C:11]=1[CH3:16].[CH2:17]([Sn:21](Cl)([CH2:26][CH2:27][CH2:28][CH3:29])[CH2:22][CH2:23][CH2:24][CH3:25])[CH2:18][CH2:19][CH3:20]. Given the product [F:9][C:10]1[C:15]([Sn:21]([CH2:22][CH2:23][CH2:24][CH3:25])([CH2:26][CH2:27][CH2:28][CH3:29])[CH2:17][CH2:18][CH2:19][CH3:20])=[CH:14][N:13]=[CH:12][C:11]=1[CH3:16], predict the reactants needed to synthesize it.